Dataset: Reaction yield outcomes from USPTO patents with 853,638 reactions. Task: Predict the reaction yield, written as a fraction of the theoretical maximum amount of product (1.0 means a 100% yield; for example, 0.34 means a 34% yield). (1) The reactants are N1C=CC=CC=1.[C:7]([OH:11])([CH3:10])([CH3:9])[CH3:8].[CH3:12][C:13]1[CH:21]=[CH:20][C:16]([C:17](Cl)=[O:18])=[CH:15][CH:14]=1.O. The catalyst is CCOC(C)=O. The product is [C:7]([O:11][C:17](=[O:18])[C:16]1[CH:20]=[CH:21][C:13]([CH3:12])=[CH:14][CH:15]=1)([CH3:10])([CH3:9])[CH3:8]. The yield is 0.960. (2) The reactants are [CH:1]1([C:6]2[C:7]([OH:28])=[CH:8][C:9]([N+:25]([O-:27])=[O:26])=[C:10]([C:12]3[CH2:13][CH2:14][N:15]([C:18]([O:20][C:21]([CH3:24])([CH3:23])[CH3:22])=[O:19])[CH2:16][CH:17]=3)[CH:11]=2)[CH2:5][CH2:4][CH2:3][CH2:2]1.C(N(CC)CC)C.Cl[C:37]([O:39][CH3:40])=[O:38]. The catalyst is ClCCl. The product is [CH:1]1([C:6]2[C:7]([O:28][C:37]([O:39][CH3:40])=[O:38])=[CH:8][C:9]([N+:25]([O-:27])=[O:26])=[C:10]([C:12]3[CH2:13][CH2:14][N:15]([C:18]([O:20][C:21]([CH3:24])([CH3:23])[CH3:22])=[O:19])[CH2:16][CH:17]=3)[CH:11]=2)[CH2:2][CH2:3][CH2:4][CH2:5]1. The yield is 0.990. (3) The reactants are [N+:1]([C:4]1[CH:9]=[C:8]([N+:10]([O-:12])=[O:11])[CH:7]=[CH:6][C:5]=1[NH:13][CH2:14][CH2:15][OH:16])([O-:3])=[O:2].[H-].[Na+].[CH2:19](Br)[C:20]#[CH:21]. The catalyst is CN(C=O)C.C1(C)C=CC=CC=1. The product is [N+:1]([C:4]1[CH:9]=[C:8]([N+:10]([O-:12])=[O:11])[CH:7]=[CH:6][C:5]=1[NH:13][CH2:14][CH2:15][O:16][CH2:21][C:20]#[CH:19])([O-:3])=[O:2]. The yield is 0.648. (4) The reactants are [CH2:1]([O:3][CH:4]([O:21][CH2:22][CH3:23])[C:5]1[O:13][C:12]2[C:11]([C:14]3[CH:19]=[CH:18][C:17]([OH:20])=[CH:16][CH:15]=3)=[CH:10][N:9]=[CH:8][C:7]=2[CH:6]=1)[CH3:2].I[CH:25]([CH3:27])[CH3:26].C(=O)([O-])[O-].[K+].[K+]. The catalyst is CS(C)=O. The product is [CH2:22]([O:21][CH:4]([O:3][CH2:1][CH3:2])[C:5]1[O:13][C:12]2[C:11]([C:14]3[CH:19]=[CH:18][C:17]([O:20][CH:25]([CH3:27])[CH3:26])=[CH:16][CH:15]=3)=[CH:10][N:9]=[CH:8][C:7]=2[CH:6]=1)[CH3:23]. The yield is 0.910.